This data is from Catalyst prediction with 721,799 reactions and 888 catalyst types from USPTO. The task is: Predict which catalyst facilitates the given reaction. Reactant: [CH3:1][O:2][C:3]1[C:8]([O:9][CH3:10])=[CH:7][CH:6]=[CH:5][C:4]=1[C@@H:11]([CH:13]1[CH2:18][CH2:17][NH:16][CH2:15][CH2:14]1)[OH:12].C([O-])([O-])=O.[K+].[K+].[C:25]([C:29]1[CH:34]=[CH:33][C:32]([CH2:35][CH2:36]Br)=[CH:31][CH:30]=1)([O:27][CH3:28])=[O:26].O. Product: [CH3:1][O:2][C:3]1[C:8]([O:9][CH3:10])=[CH:7][CH:6]=[CH:5][C:4]=1[C@@H:11]([CH:13]1[CH2:14][CH2:15][N:16]([CH2:36][CH2:35][C:32]2[CH:33]=[CH:34][C:29]([C:25]([O:27][CH3:28])=[O:26])=[CH:30][CH:31]=2)[CH2:17][CH2:18]1)[OH:12]. The catalyst class is: 3.